From a dataset of Full USPTO retrosynthesis dataset with 1.9M reactions from patents (1976-2016). Predict the reactants needed to synthesize the given product. (1) Given the product [F:8][C:9]1[CH:10]=[CH:11][C:12]([O:15][CH2:16][CH2:17][C@@H:18]2[CH2:24][C@H:23]3[C@H:21]([CH2:22]3)[CH2:20][NH:19]2)=[N:13][CH:14]=1, predict the reactants needed to synthesize it. The reactants are: C(O)(C(F)(F)F)=O.[F:8][C:9]1[CH:10]=[CH:11][C:12]([O:15][CH2:16][CH2:17][C@@H:18]2[CH2:24][C@H:23]3[C@H:21]([CH2:22]3)[CH2:20][N:19]2C(OC(C)(C)C)=O)=[N:13][CH:14]=1. (2) Given the product [Cl:1][C:2]1[CH:9]=[C:8]([N:14]2[CH2:15][CH2:16][CH2:17][CH2:18][C@@H:13]2[CH2:11][CH3:12])[CH:7]=[CH:6][C:3]=1[C:4]#[N:5], predict the reactants needed to synthesize it. The reactants are: [Cl:1][C:2]1[CH:9]=[C:8](F)[CH:7]=[CH:6][C:3]=1[C:4]#[N:5].[CH2:11]([CH:13]1[CH2:18][CH2:17][CH2:16][CH2:15][NH:14]1)[CH3:12]. (3) The reactants are: [CH:1]12[CH2:7][CH:4]([NH:5][CH2:6]1)[CH2:3][N:2]2[C:8]1[CH:13]=[CH:12][C:11]([C:14]2[N:19]3[N:20]=[C:21]([C:33]4[CH:38]=[CH:37][N:36]=[CH:35][CH:34]=4)[C:22]([C:23]4[CH:31]=[CH:30][C:29]([F:32])=[C:28]5[C:24]=4[CH:25]=[N:26][NH:27]5)=[C:18]3[N:17]=[CH:16][CH:15]=2)=[C:10]([F:39])[CH:9]=1.C=O.[C:42](O)(=O)C.[BH-](OC(C)=O)(OC(C)=O)OC(C)=O.[Na+]. Given the product [F:32][C:29]1[CH:30]=[CH:31][C:23]([C:22]2[C:21]([C:33]3[CH:38]=[CH:37][N:36]=[CH:35][CH:34]=3)=[N:20][N:19]3[C:14]([C:11]4[CH:12]=[CH:13][C:8]([N:2]5[CH2:3][CH:4]6[CH2:7][CH:1]5[CH2:6][N:5]6[CH3:42])=[CH:9][C:10]=4[F:39])=[CH:15][CH:16]=[N:17][C:18]=23)=[C:24]2[C:28]=1[NH:27][N:26]=[CH:25]2, predict the reactants needed to synthesize it. (4) Given the product [F:1][C:2]([F:22])([CH2:14][O:15][C:16]1[CH:21]=[CH:20][CH:19]=[CH:18][CH:17]=1)[CH2:3][O:4][C:5]1[CH:6]=[CH:7][C:8]([CH2:11][CH2:12][NH2:13])=[CH:9][CH:10]=1, predict the reactants needed to synthesize it. The reactants are: [F:1][C:2]([F:22])([CH2:14][O:15][C:16]1[CH:21]=[CH:20][CH:19]=[CH:18][CH:17]=1)[CH2:3][O:4][C:5]1[CH:10]=[CH:9][C:8]([CH2:11][C:12]#[N:13])=[CH:7][CH:6]=1.Cl. (5) The reactants are: [CH2:1]([O:3][C:4](=[O:32])[CH2:5][CH:6]1[O:10][B:9]([OH:11])[C:8]2[CH:12]=[C:13]([O:17][C:18]3[CH:23]=[CH:22][CH:21]=[C:20]([O:24]CC4C=CC=CC=4)[CH:19]=3)[CH:14]=[C:15]([CH3:16])[C:7]1=2)[CH3:2]. Given the product [CH2:1]([O:3][C:4](=[O:32])[CH2:5][CH:6]1[O:10][B:9]([OH:11])[C:8]2[CH:12]=[C:13]([O:17][C:18]3[CH:23]=[CH:22][CH:21]=[C:20]([OH:24])[CH:19]=3)[CH:14]=[C:15]([CH3:16])[C:7]1=2)[CH3:2], predict the reactants needed to synthesize it. (6) Given the product [F:49][C:2]([F:1])([F:48])[O:3][C:4]1[CH:5]=[C:6]([CH:45]=[CH:46][CH:47]=1)[O:7][C:8]1[CH:44]=[CH:43][CH:42]=[CH:41][C:9]=1[CH2:10][O:11][CH2:12][CH:13]1[CH2:40][CH2:39][C:16]2[NH:17][CH:18]=[N:19][C:15]=2[CH2:14]1, predict the reactants needed to synthesize it. The reactants are: [F:1][C:2]([F:49])([F:48])[O:3][C:4]1[CH:5]=[C:6]([CH:45]=[CH:46][CH:47]=1)[O:7][C:8]1[CH:44]=[CH:43][CH:42]=[CH:41][C:9]=1[CH2:10][O:11][CH2:12][CH:13]1[CH2:40][CH2:39][C:16]2[N:17](C(C3C=CC=CC=3)(C3C=CC=CC=3)C3C=CC=CC=3)[CH:18]=[N:19][C:15]=2[CH2:14]1.FC(F)(F)OC1C=C(C=CC=1)OC1C=CC=CC=1COCC1CCC2N=CN(C(C3C=CC=CC=3)(C3C=CC=CC=3)C3C=CC=CC=3)C=2C1. (7) Given the product [CH3:21][N:22]1[C:26]([C:2]2[CH:14]=[N:13][C:12]3[C:11]4[CH:10]=[C:9]([O:15][CH3:16])[C:8]([C:17]([O:19][CH3:20])=[O:18])=[CH:7][C:6]=4[NH:5][C:4]=3[CH:3]=2)=[C:25]([CH3:40])[N:24]=[N:23]1, predict the reactants needed to synthesize it. The reactants are: Br[C:2]1[CH:14]=[N:13][C:12]2[C:11]3[CH:10]=[C:9]([O:15][CH3:16])[C:8]([C:17]([O:19][CH3:20])=[O:18])=[CH:7][C:6]=3[NH:5][C:4]=2[CH:3]=1.[CH3:21][N:22]1[C:26]([Sn](CCCC)(CCCC)CCCC)=[C:25]([CH3:40])[N:24]=[N:23]1.